Dataset: Full USPTO retrosynthesis dataset with 1.9M reactions from patents (1976-2016). Task: Predict the reactants needed to synthesize the given product. (1) The reactants are: [Li+].CC([N-]C(C)C)C.[F:9][C:10]1[CH:15]=[CH:14][CH:13]=[C:12]([F:16])[N:11]=1.[CH3:17][O:18][C:19]([C@H:21]1[CH2:26][CH2:25][CH2:24][C:23](=[O:27])[N:22]1[C:28]([O:30][C:31]([CH3:34])([CH3:33])[CH3:32])=[O:29])=[O:20].[Cl-].[NH4+]. Given the product [C:31]([O:30][C:28]([NH:22][C@H:21]([CH2:26][CH2:25][CH2:24][C:23]([C:15]1[C:10]([F:9])=[N:11][C:12]([F:16])=[CH:13][CH:14]=1)=[O:27])[C:19]([O:18][CH3:17])=[O:20])=[O:29])([CH3:34])([CH3:33])[CH3:32], predict the reactants needed to synthesize it. (2) Given the product [OH:39][C:26]1[C:25](=[O:24])[N:14]([C:15]2[N:20]=[N:19][C:18]([OH:21])=[CH:17][CH:16]=2)[CH:8]([C:7]2[CH:10]=[CH:11][C:4]([O:3][C:2]([F:13])([F:12])[F:1])=[CH:5][CH:6]=2)[C:27]=1[C:28](=[O:29])[C:30]1[CH:35]=[CH:34][C:33]([CH:36]([CH3:38])[CH3:37])=[CH:32][CH:31]=1, predict the reactants needed to synthesize it. The reactants are: [F:1][C:2]([F:13])([F:12])[O:3][C:4]1[CH:11]=[CH:10][C:7]([CH:8]=O)=[CH:6][CH:5]=1.[NH2:14][C:15]1[N:20]=[N:19][C:18]([OH:21])=[CH:17][CH:16]=1.C([O:24][C:25](=O)[C:26]([OH:39])=[CH:27][C:28]([C:30]1[CH:35]=[CH:34][C:33]([CH:36]([CH3:38])[CH3:37])=[CH:32][CH:31]=1)=[O:29])C. (3) Given the product [CH3:1][O:2][C:3]([C:4]1[CH:5]=[C:6]2[C:7](=[CH:8][CH:9]=1)[NH:10][C:15]([CH2:16][CH2:17][O:18][CH:19]1[CH2:24][CH2:23][CH2:22][CH2:21][O:20]1)=[CH:14]2)=[O:25], predict the reactants needed to synthesize it. The reactants are: [CH3:1][O:2][C:3](=[O:25])[C:4]1[CH:9]=[CH:8][C:7]([NH:10]C(=O)C)=[C:6]([C:14]#[C:15][CH2:16][CH2:17][O:18][CH:19]2[CH2:24][CH2:23][CH2:22][CH2:21][O:20]2)[CH:5]=1.[F-].C([N+](CCCC)(CCCC)CCCC)CCC. (4) Given the product [CH:1]1([N:6]2[C:11]3=[N:12][C:13]([NH:28][C:25]4[CH:26]=[CH:27][C:22]([O:21][CH3:20])=[CH:23][CH:24]=4)=[N:14][CH:15]=[C:10]3[CH2:9][NH:8][C:7]2=[O:19])[CH2:5][CH2:4][CH2:3][CH2:2]1, predict the reactants needed to synthesize it. The reactants are: [CH:1]1([N:6]2[C:11]3=[N:12][C:13](S(C)=O)=[N:14][CH:15]=[C:10]3[CH2:9][NH:8][C:7]2=[O:19])[CH2:5][CH2:4][CH2:3][CH2:2]1.[CH3:20][O:21][C:22]1[CH:27]=[CH:26][C:25]([NH2:28])=[CH:24][CH:23]=1.CS(C)=O.